Task: Predict the product of the given reaction.. Dataset: Forward reaction prediction with 1.9M reactions from USPTO patents (1976-2016) Given the reactants [CH:1]12[CH2:7][CH:4]([CH2:5][CH2:6]1)[CH:3]=[CH:2]2.[C:8]([O:12][CH3:13])(=[O:11])[CH:9]=[CH2:10].CC[Al](Cl)CC.CC[Al](Cl)Cl.Cl.CO, predict the reaction product. The product is: [CH:1]12[CH2:7][CH:4]([CH2:5][CH2:6]1)[CH:3]=[CH:2]2.[C:8]([O:12][CH3:13])(=[O:11])[CH:9]=[CH2:10].